Dataset: Full USPTO retrosynthesis dataset with 1.9M reactions from patents (1976-2016). Task: Predict the reactants needed to synthesize the given product. Given the product [N:39]1([CH2:44][C:45]([O:20][CH:19]([CH2:21][CH2:22][CH2:23][CH2:24][CH2:25][CH2:26][CH2:27][CH2:28]/[CH:29]=[CH:30]\[CH2:31]/[CH:32]=[CH:33]\[CH2:34][CH2:35][CH2:36][CH2:37][CH3:38])[CH2:1][CH2:2][CH2:3][CH2:4][CH2:5][CH2:6][CH2:7][CH2:8]/[CH:9]=[CH:10]\[CH2:11]/[CH:12]=[CH:13]\[CH2:14][CH2:15][CH2:16][CH2:17][CH3:18])=[O:46])[CH:43]=[CH:42][N:41]=[CH:40]1, predict the reactants needed to synthesize it. The reactants are: [CH2:1]([CH:19]([CH2:21][CH2:22][CH2:23][CH2:24][CH2:25][CH2:26][CH2:27][CH2:28]/[CH:29]=[CH:30]\[CH2:31]/[CH:32]=[CH:33]\[CH2:34][CH2:35][CH2:36][CH2:37][CH3:38])[OH:20])[CH2:2][CH2:3][CH2:4][CH2:5][CH2:6][CH2:7][CH2:8]/[CH:9]=[CH:10]\[CH2:11]/[CH:12]=[CH:13]\[CH2:14][CH2:15][CH2:16][CH2:17][CH3:18].[N:39]1([CH2:44][C:45](O)=[O:46])[CH:43]=[CH:42][N:41]=[CH:40]1.CCN=C=NCCCN(C)C.Cl.